This data is from Full USPTO retrosynthesis dataset with 1.9M reactions from patents (1976-2016). The task is: Predict the reactants needed to synthesize the given product. (1) Given the product [CH3:21][C:18]([O:17][CH2:16][C@@H:15]([C:22]([O:24][CH3:25])=[O:23])[NH:14][C:12]([C:3]1[C:2]([NH:1][C:27]([NH:26][C:29]2[C:30]([CH3:37])=[CH:31][C:32]([CH3:36])=[CH:33][C:34]=2[CH3:35])=[O:28])=[CH:11][C:10]2[C:5](=[CH:6][CH:7]=[CH:8][CH:9]=2)[CH:4]=1)=[O:13])([CH3:19])[CH3:20], predict the reactants needed to synthesize it. The reactants are: [NH2:1][C:2]1[C:3]([C:12]([NH:14][C@H:15]([C:22]([O:24][CH3:25])=[O:23])[CH2:16][O:17][C:18]([CH3:21])([CH3:20])[CH3:19])=[O:13])=[CH:4][C:5]2[C:10]([CH:11]=1)=[CH:9][CH:8]=[CH:7][CH:6]=2.[N:26]([C:29]1[C:34]([CH3:35])=[CH:33][C:32]([CH3:36])=[CH:31][C:30]=1[CH3:37])=[C:27]=[O:28]. (2) Given the product [CH3:34][O:35][C:36]([C:38]1[CH:47]=[C:46]([OH:48])[C:45]2[C:40](=[C:41]([NH2:69])[CH:42]=[C:43]([N:56]3[CH2:61][CH2:60][NH:59][CH2:58][CH2:57]3)[CH:44]=2)[N:39]=1)=[O:37], predict the reactants needed to synthesize it. The reactants are: COC(C1C=C(NS(C2C=CC(C)=CC=2)(=O)=O)C2C(=C(OCC3C=CC=CC=3)C=CC=2)N=1)=O.[CH3:34][O:35][C:36]([C:38]1[CH:47]=[C:46]([O:48]CC2C=CC=CC=2)[C:45]2[C:40](=[C:41]([N+:69]([O-])=O)[CH:42]=[C:43]([N:56]3[CH2:61][CH2:60][N:59](CC4C=CC=CC=4)[CH2:58][CH2:57]3)[CH:44]=2)[N:39]=1)=[O:37]. (3) The reactants are: [Si:1]([O:18][C@@H:19]1[CH2:35][C@H:34]2[C@@:22]([CH3:45])([C@@H:23]3[C@@H:31]([C@@H:32]([OH:37])[C@@H:33]2[OH:36])[C@H:30]2[C@@:26]([CH3:44])([C:27]([C:38]4[CH:43]=[CH:42][CH:41]=[CH:40][CH:39]=4)=[CH:28][CH2:29]2)[CH2:25][CH2:24]3)[CH2:21][CH2:20]1)([C:14]([CH3:17])([CH3:16])[CH3:15])([C:8]1[CH:13]=[CH:12][CH:11]=[CH:10][CH:9]=1)[C:2]1[CH:7]=[CH:6][CH:5]=[CH:4][CH:3]=1. Given the product [Si:1]([O:18][C@H:19]1[CH2:20][CH2:21][C@@:22]([C@@H:23]2[C@@H:31]([CH:32]=[O:37])[C@H:30]3[C@@:26]([CH3:44])([C:27]([C:38]4[CH:39]=[CH:40][CH:41]=[CH:42][CH:43]=4)=[CH:28][CH2:29]3)[CH2:25][CH2:24]2)([CH3:45])[C@@H:34]([CH:33]=[O:36])[CH2:35]1)([C:14]([CH3:17])([CH3:16])[CH3:15])([C:8]1[CH:9]=[CH:10][CH:11]=[CH:12][CH:13]=1)[C:2]1[CH:3]=[CH:4][CH:5]=[CH:6][CH:7]=1, predict the reactants needed to synthesize it. (4) The reactants are: [C:1]([C:3]1[CH:8]=[CH:7][C:6]([OH:9])=[C:5]([F:10])[CH:4]=1)#[N:2].C([O-])([O-])=O.[K+].[K+].[Br:17][CH2:18][CH2:19][CH2:20]Br. Given the product [Br:17][CH2:18][CH2:19][CH2:20][O:9][C:6]1[CH:7]=[CH:8][C:3]([C:1]#[N:2])=[CH:4][C:5]=1[F:10], predict the reactants needed to synthesize it. (5) Given the product [C:39]([OH:46])(=[O:45])/[CH:40]=[CH:41]\[C:42]([OH:44])=[O:43].[C:39]([OH:46])(=[O:45])/[CH:40]=[CH:41]\[C:42]([OH:44])=[O:43].[C:39]([OH:46])(=[O:45])/[CH:40]=[CH:41]\[C:42]([OH:44])=[O:43].[CH:1]([N:4]1[CH2:9][CH2:8][CH:7]([N:10]2[CH2:15][CH2:14][CH:13]([N:16]3[C:20]4=[N:21][CH:22]=[N:23][C:24]([NH2:25])=[C:19]4[C:18]([C:26]4[CH:27]=[CH:28][C:29]([O:32][C:33]5[CH:38]=[CH:37][CH:36]=[CH:35][CH:34]=5)=[CH:30][CH:31]=4)=[N:17]3)[CH2:12][CH2:11]2)[CH2:6][CH2:5]1)([CH3:3])[CH3:2], predict the reactants needed to synthesize it. The reactants are: [CH:1]([N:4]1[CH2:9][CH2:8][CH:7]([N:10]2[CH2:15][CH2:14][CH:13]([N:16]3[C:20]4=[N:21][CH:22]=[N:23][C:24]([NH2:25])=[C:19]4[C:18]([C:26]4[CH:31]=[CH:30][C:29]([O:32][C:33]5[CH:38]=[CH:37][CH:36]=[CH:35][CH:34]=5)=[CH:28][CH:27]=4)=[N:17]3)[CH2:12][CH2:11]2)[CH2:6][CH2:5]1)([CH3:3])[CH3:2].[C:39]([OH:46])(=[O:45])/[CH:40]=[CH:41]\[C:42]([OH:44])=[O:43]. (6) Given the product [N+:1]([CH2:4][CH2:5][O:6][C:7](=[O:14])[C:8]1[CH:13]=[CH:12][CH:11]=[CH:10][CH:9]=1)([O-:3])=[O:2], predict the reactants needed to synthesize it. The reactants are: [N+:1]([CH2:4][CH2:5][OH:6])([O-:3])=[O:2].[C:7](Cl)(=[O:14])[C:8]1[CH:13]=[CH:12][CH:11]=[CH:10][CH:9]=1. (7) Given the product [CH2:15]([S:14][C:13]1[C:8]([C:6]([OH:2])=[O:17])=[N:9][CH:10]=[CH:11][CH:12]=1)[CH3:16], predict the reactants needed to synthesize it. The reactants are: S(=O)(=O)(O)[OH:2].[C:6]([C:8]1[C:13]([S:14][CH2:15][CH3:16])=[CH:12][CH:11]=[CH:10][N:9]=1)#N.[OH-:17].[K+]. (8) Given the product [CH3:24][N:25]([CH3:29])[CH2:26][CH2:27][O:1][C:2]1[CH:11]=[C:10]2[C:5]([CH:6]=[CH:7][N:8]([C:13]3[CH:14]=[C:15]([CH:19]=[CH:20][C:21]=3[CH3:22])[C:16]([OH:18])=[O:17])[C:9]2=[O:12])=[CH:4][CH:3]=1, predict the reactants needed to synthesize it. The reactants are: [OH:1][C:2]1[CH:11]=[C:10]2[C:5]([CH:6]=[CH:7][N:8]([C:13]3[CH:14]=[C:15]([CH:19]=[CH:20][C:21]=3[CH3:22])[C:16]([OH:18])=[O:17])[C:9]2=[O:12])=[CH:4][CH:3]=1.Cl.[CH3:24][N:25]([CH3:29])[CH2:26][CH2:27]Cl.C(=O)([O-])[O-].[K+].[K+].[I-].[Na+].[OH-].[Na+]. (9) Given the product [ClH:31].[CH3:6][NH:8][C@H:9]([C:14]([N:16]([CH3:30])[C@@H:17]([CH:27]([CH3:28])[CH3:29])/[CH:18]=[C:19](\[CH2:25][CH3:26])/[C:20]([O:22][CH2:23][CH3:24])=[O:21])=[O:15])[CH:10]([CH3:11])[CH3:12], predict the reactants needed to synthesize it. The reactants are: C(O[C:6]([NH:8][C@H:9]([C:14]([N:16]([CH3:30])[C@@H:17]([CH:27]([CH3:29])[CH3:28])/[CH:18]=[C:19](\[CH2:25][CH3:26])/[C:20]([O:22][CH2:23][CH3:24])=[O:21])=[O:15])[C:10](C)([CH3:12])[CH3:11])=O)(C)(C)C.[ClH:31]. (10) Given the product [CH:19]1([C:17]2[NH:18][C:14]([C:11]3([NH2:10])[CH2:12][CH2:13]3)=[N:15][N:16]=2)[CH2:21][CH2:20]1, predict the reactants needed to synthesize it. The reactants are: C(OC(=O)[NH:10][C:11]1([C:14]2[NH:18][C:17]([CH:19]3[CH2:21][CH2:20]3)=[N:16][N:15]=2)[CH2:13][CH2:12]1)C1C=CC=CC=1.